Dataset: Reaction yield outcomes from USPTO patents with 853,638 reactions. Task: Predict the reaction yield, written as a fraction of the theoretical maximum amount of product (1.0 means a 100% yield; for example, 0.34 means a 34% yield). (1) The reactants are Br[C:2]1[CH:10]=[C:9]([O:11][CH3:12])[CH:8]=[C:7]2[C:3]=1[C:4]([C:13]#[N:14])=[CH:5][NH:6]2.[CH2:15]([O:17][C:18](=[O:38])[CH:19]=[C:20](C1C=CC=C2C=1C(C#N)=CN2)[C:21]1[CH:26]=[CH:25][CH:24]=[CH:23][CH:22]=1)[CH3:16]. No catalyst specified. The product is [CH2:15]([O:17][C:18](=[O:38])[CH:19]=[C:20]([C:2]1[CH:10]=[C:9]([O:11][CH3:12])[CH:8]=[C:7]2[C:3]=1[C:4]([C:13]#[N:14])=[CH:5][NH:6]2)[C:21]1[CH:26]=[CH:25][CH:24]=[CH:23][CH:22]=1)[CH3:16]. The yield is 0.540. (2) The reactants are [Br:1][C:2]1[CH:3]=[C:4]2[C:8](=[CH:9][CH:10]=1)[N:7]([CH2:11][C:12]1[CH:17]=[CH:16][CH:15]=[CH:14][N:13]=1)[C:6](=[O:18])[CH:5]2[C:19]1[C:28]([OH:29])=[CH:27][C:22]2[O:23][CH2:24][CH2:25][O:26][C:21]=2[CH:20]=1.[C:30](=O)([O-])[O-].[Cs+].[Cs+].ClCI.O. The catalyst is CN(C)C=O. The product is [Br:1][C:2]1[CH:3]=[C:4]2[C:8](=[CH:9][CH:10]=1)[N:7]([CH2:11][C:12]1[CH:17]=[CH:16][CH:15]=[CH:14][N:13]=1)[C:6](=[O:18])[C:5]12[C:19]2[C:28](=[CH:27][C:22]3[O:23][CH2:24][CH2:25][O:26][C:21]=3[CH:20]=2)[O:29][CH2:30]1. The yield is 0.720.